Task: Regression. Given two drug SMILES strings and cell line genomic features, predict the synergy score measuring deviation from expected non-interaction effect.. Dataset: NCI-60 drug combinations with 297,098 pairs across 59 cell lines Drug 1: CNC(=O)C1=CC=CC=C1SC2=CC3=C(C=C2)C(=NN3)C=CC4=CC=CC=N4. Drug 2: CCC(=C(C1=CC=CC=C1)C2=CC=C(C=C2)OCCN(C)C)C3=CC=CC=C3.C(C(=O)O)C(CC(=O)O)(C(=O)O)O. Cell line: RPMI-8226. Synergy scores: CSS=-8.22, Synergy_ZIP=4.74, Synergy_Bliss=2.55, Synergy_Loewe=-4.59, Synergy_HSA=-4.01.